From a dataset of Full USPTO retrosynthesis dataset with 1.9M reactions from patents (1976-2016). Predict the reactants needed to synthesize the given product. (1) Given the product [Cl:17][C:18]1[CH:26]=[C:25]([S:27][CH3:28])[C:21]([C:22]([NH:1][CH:2]([C:3]2([N:8]([CH3:10])[CH3:9])[CH2:7][CH2:6][CH2:5][CH2:4]2)[C:11]2[CH:12]=[CH:13][CH:14]=[CH:15][CH:16]=2)=[O:23])=[C:20]([CH3:29])[CH:19]=1, predict the reactants needed to synthesize it. The reactants are: [NH2:1][CH:2]([C:11]1[CH:16]=[CH:15][CH:14]=[CH:13][CH:12]=1)[C:3]1([N:8]([CH3:10])[CH3:9])[CH2:7][CH2:6][CH2:5][CH2:4]1.[Cl:17][C:18]1[CH:26]=[C:25]([S:27][CH3:28])[C:21]([C:22](O)=[O:23])=[C:20]([CH3:29])[CH:19]=1.C(Cl)CCl.C1C=CC2N(O)N=NC=2C=1. (2) Given the product [CH3:15][C@H:5]1[CH2:6][C:7](=[N:16][C:17]2[CH:22]=[CH:21][CH:20]=[CH:19][CH:18]=2)[C:8]2[C:13](=[CH:12][CH:11]=[CH:10][CH:9]=2)[N:4]1[C:1](=[O:3])[CH3:2], predict the reactants needed to synthesize it. The reactants are: [C:1]([N:4]1[C:13]2[C:8](=[CH:9][CH:10]=[CH:11][CH:12]=2)[C:7](=O)[CH2:6][C@@H:5]1[CH3:15])(=[O:3])[CH3:2].[NH2:16][C:17]1[CH:22]=[CH:21][CH:20]=[CH:19][CH:18]=1.O.C1(C)C=CC(S(O)(=O)=O)=CC=1.